This data is from Reaction yield outcomes from USPTO patents with 853,638 reactions. The task is: Predict the reaction yield, written as a fraction of the theoretical maximum amount of product (1.0 means a 100% yield; for example, 0.34 means a 34% yield). (1) The reactants are [I:1][C:2]1[CH:3]=[C:4]([CH:8]=[CH:9][CH:10]=1)[C:5](O)=[O:6].S(Cl)(Cl)=O.[CH3:15][O:16][NH:17][CH3:18].C(N(CC)C(C)C)(C)C. The catalyst is C(Cl)Cl.CN(C=O)C. The product is [I:1][C:2]1[CH:3]=[C:4]([CH:8]=[CH:9][CH:10]=1)[C:5]([N:17]([O:16][CH3:15])[CH3:18])=[O:6]. The yield is 0.630. (2) The reactants are C[O:2][C:3]1[CH:8]=[CH:7][C:6]([CH2:9][CH2:10][CH2:11][CH2:12][NH2:13])=[CH:5][CH:4]=1.[BrH:14]. No catalyst specified. The product is [BrH:14].[OH:2][C:3]1[CH:4]=[CH:5][C:6]([CH2:9][CH2:10][CH2:11][CH2:12][NH2:13])=[CH:7][CH:8]=1. The yield is 0.900.